Dataset: Retrosynthesis with 50K atom-mapped reactions and 10 reaction types from USPTO. Task: Predict the reactants needed to synthesize the given product. (1) The reactants are: CC(C)n1nccc1-c1cc2c(=O)n(NS(C)(=O)=O)c(=O)[nH]c2cc1C(F)(F)F.CCCCOC(=O)Cl. Given the product CCCCOC(=O)N(n1c(=O)[nH]c2cc(C(F)(F)F)c(-c3ccnn3C(C)C)cc2c1=O)S(C)(=O)=O, predict the reactants needed to synthesize it. (2) Given the product CCN1N=C(c2ccc(F)cc2)c2cc(Cl)c(Cl)cc2CS1(=O)=O, predict the reactants needed to synthesize it. The reactants are: CCI.O=S1(=O)Cc2cc(Cl)c(Cl)cc2C(c2ccc(F)cc2)=NN1. (3) Given the product NCc1cc(-c2cc[nH]n2)ccc1Cl, predict the reactants needed to synthesize it. The reactants are: CC(=O)NCc1cc(-c2cc[nH]n2)ccc1Cl. (4) Given the product CC(=O)Cn1c(=O)c2c(ncn2Cc2ccccc2)n(C)c1=O, predict the reactants needed to synthesize it. The reactants are: CC(=O)CCl.Cn1c(=O)[nH]c(=O)c2c1ncn2Cc1ccccc1. (5) The reactants are: CCC1(C)OCCO1.C[C@@H]1C(=O)CC[C@]2(c3ccc(O)cc3)[C@@H](O)CCC[C@@H]12. Given the product C[C@H]1[C@@H]2CCC[C@H](O)[C@@]2(c2ccc(O)cc2)CCC12OCCO2, predict the reactants needed to synthesize it.